From a dataset of Forward reaction prediction with 1.9M reactions from USPTO patents (1976-2016). Predict the product of the given reaction. (1) Given the reactants [CH3:1][O:2][C:3]1[CH:4]=[C:5]([C@@H:11]2[C@H:16]([NH2:17])[CH2:15][CH:14]=[CH:13][CH2:12]2)[CH:6]=[CH:7][C:8]=1[O:9][CH3:10].[CH:18]1([CH2:21][O:22][C:23]2[CH:24]=[C:25]([CH:29]=[CH:30][C:31]=2[O:32][CH2:33][CH:34]2[CH2:36][CH2:35]2)[C:26](Cl)=[O:27])[CH2:20][CH2:19]1, predict the reaction product. The product is: [CH:18]1([CH2:21][O:22][C:23]2[CH:24]=[C:25]([CH:29]=[CH:30][C:31]=2[O:32][CH2:33][CH:34]2[CH2:36][CH2:35]2)[C:26]([NH:17][C@H:16]2[C@@H:11]([C:5]3[CH:6]=[CH:7][C:8]([O:9][CH3:10])=[C:3]([O:2][CH3:1])[CH:4]=3)[CH2:12][CH:13]=[CH:14][CH2:15]2)=[O:27])[CH2:19][CH2:20]1. (2) Given the reactants [Cl:1][C:2]1[CH:3]=[C:4](B(O)O)[CH:5]=[N:6][C:7]=1[O:8][CH2:9][CH:10]([CH3:12])[CH3:11].C(OO)(=[O:18])C, predict the reaction product. The product is: [Cl:1][C:2]1[CH:3]=[C:4]([OH:18])[CH:5]=[N:6][C:7]=1[O:8][CH2:9][CH:10]([CH3:12])[CH3:11].